This data is from Full USPTO retrosynthesis dataset with 1.9M reactions from patents (1976-2016). The task is: Predict the reactants needed to synthesize the given product. Given the product [C:1]([O:5][C:6]([NH:8][NH:9][C@H:10]([C:11]([CH3:14])([CH3:13])[CH3:12])[CH2:17][CH:16]=[CH2:15])=[O:7])([CH3:4])([CH3:3])[CH3:2], predict the reactants needed to synthesize it. The reactants are: [C:1]([O:5][C:6]([NH:8][N:9]=[CH:10][C:11]([CH3:14])([CH3:13])[CH3:12])=[O:7])([CH3:4])([CH3:3])[CH3:2].[CH2:15]([Si@@]1(Cl)N(C)[C@H](C)C(C2C=CC=CC=2)O1)[CH:16]=[CH2:17].